This data is from Forward reaction prediction with 1.9M reactions from USPTO patents (1976-2016). The task is: Predict the product of the given reaction. The product is: [ClH:12].[S:1]1[CH:5]=[CH:4][CH:3]=[C:2]1[C:6]1([CH2:9][NH2:10])[CH2:8][CH2:7]1. Given the reactants [S:1]1[CH:5]=[CH:4][CH:3]=[C:2]1[C:6]1([C:9]#[N:10])[CH2:8][CH2:7]1.B.[ClH:12], predict the reaction product.